Dataset: NCI-60 drug combinations with 297,098 pairs across 59 cell lines. Task: Regression. Given two drug SMILES strings and cell line genomic features, predict the synergy score measuring deviation from expected non-interaction effect. Drug 1: CC1=C(C(CCC1)(C)C)C=CC(=CC=CC(=CC(=O)O)C)C. Drug 2: C1CNP(=O)(OC1)N(CCCl)CCCl. Cell line: UACC62. Synergy scores: CSS=4.04, Synergy_ZIP=-0.538, Synergy_Bliss=2.62, Synergy_Loewe=-0.379, Synergy_HSA=1.28.